Dataset: Reaction yield outcomes from USPTO patents with 853,638 reactions. Task: Predict the reaction yield, written as a fraction of the theoretical maximum amount of product (1.0 means a 100% yield; for example, 0.34 means a 34% yield). (1) The product is [NH2:29][C:24]1[CH:25]=[CH:26][CH:27]=[CH:28][C:23]=1[NH:30][C:18](=[O:20])[C:17]1[CH:16]=[CH:15][C:14]([CH2:13][NH:12][C:9]2[CH:10]=[CH:11][C:5]3[S:4][C:3]([NH:2][CH3:1])=[N:7][C:6]=3[CH:8]=2)=[CH:22][CH:21]=1. The reactants are [CH3:1][NH:2][C:3]1[S:4][C:5]2[CH:11]=[CH:10][C:9]([NH:12][CH2:13][C:14]3[CH:22]=[CH:21][C:17]([C:18]([OH:20])=O)=[CH:16][CH:15]=3)=[CH:8][C:6]=2[N:7]=1.[C:23]1([NH2:30])[CH:28]=[CH:27][CH:26]=[CH:25][C:24]=1[NH2:29].F[P-](F)(F)(F)(F)F.N1(O[P+](N(C)C)(N(C)C)N(C)C)C2C=CC=CC=2N=N1.C(N(CC)CC)C. The catalyst is C(#N)C. The yield is 0.350. (2) The reactants are S(C)C.[CH3:4][O:5][C:6](=[O:34])[C:7]1[CH:12]=[CH:11][C:10]([NH:13][C:14]2[N:15]=[CH:16][C:17]3[N:23]([CH3:24])[C:22](=O)[CH2:21][CH2:20][N:19]([CH:26]4[CH2:30][CH2:29][CH2:28][CH2:27]4)[C:18]=3[N:31]=2)=[C:9]([O:32][CH3:33])[CH:8]=1.Cl. The catalyst is C1COCC1.O. The product is [CH3:4][O:5][C:6](=[O:34])[C:7]1[CH:12]=[CH:11][C:10]([NH:13][C:14]2[N:15]=[CH:16][C:17]3[N:23]([CH3:24])[CH2:22][CH2:21][CH2:20][N:19]([CH:26]4[CH2:27][CH2:28][CH2:29][CH2:30]4)[C:18]=3[N:31]=2)=[C:9]([O:32][CH3:33])[CH:8]=1. The yield is 0.890. (3) The reactants are O=[C:2]([CH3:9])[CH2:3][C:4]([O:6]CC)=O.[NH:10]([C:12]1[N:17]=[C:16]([C:18]([F:21])([F:20])[F:19])[CH:15]=[CH:14][N:13]=1)[NH2:11].C([O-])(=O)C.[Na+]. The catalyst is C(O)(=O)C. The product is [CH3:9][C:2]1[NH:11][N:10]([C:12]2[N:17]=[C:16]([C:18]([F:20])([F:19])[F:21])[CH:15]=[CH:14][N:13]=2)[C:4](=[O:6])[CH:3]=1. The yield is 0.290. (4) The reactants are [NH:1]1[C:5]2[CH:6]=[CH:7][C:8]([C:10]([OH:12])=O)=[CH:9][C:4]=2[N:3]=[CH:2]1.[N+:13]([C:16]1[C:28]([OH:29])=[CH:27][C:26]2[C@@H:25]3[C@@H:20]([NH:21][CH2:22][CH2:23][CH2:24]3)[CH2:19][C:18]=2[CH:17]=1)([O-:15])=[O:14]. No catalyst specified. The product is [NH:1]1[C:5]2[CH:6]=[CH:7][C:8]([C:10]([N:21]3[CH2:22][CH2:23][CH2:24][C@@H:25]4[C:26]5[CH:27]=[C:28]([OH:29])[C:16]([N+:13]([O-:15])=[O:14])=[CH:17][C:18]=5[CH2:19][C@H:20]34)=[O:12])=[CH:9][C:4]=2[N:3]=[CH:2]1. The yield is 0.320. (5) The reactants are [OH:1][C:2]1[CH:11]=[CH:10][C:9]([N+:12]([O-:14])=[O:13])=[CH:8][C:3]=1[C:4]([O:6][CH3:7])=[O:5].[C:15]1(P(C2C=CC=CC=2)C2C=CC=CC=2)[CH:20]=CC=C[CH:16]=1.CC(O)C.C(OC(N=NC(OC(C)C)=O)=O)(C)C. The catalyst is C1COCC1. The product is [CH:15]([O:1][C:2]1[CH:11]=[CH:10][C:9]([N+:12]([O-:14])=[O:13])=[CH:8][C:3]=1[C:4]([O:6][CH3:7])=[O:5])([CH3:20])[CH3:16]. The yield is 0.485. (6) The catalyst is CCOCC.Cl[Pd](Cl)([P](C1C=CC=CC=1)(C1C=CC=CC=1)C1C=CC=CC=1)[P](C1C=CC=CC=1)(C1C=CC=CC=1)C1C=CC=CC=1.[Cu]I. The reactants are Br[C:2]1[CH:3]=[CH:4][C:5]([N:8]2[CH2:13][CH2:12][N:11]([CH3:14])[CH2:10][CH2:9]2)=[N:6][CH:7]=1.N1CCCCC1.[CH3:21][Si:22]([C:25]#[CH:26])([CH3:24])[CH3:23].CCN(CC)CC. The product is [CH3:14][N:11]1[CH2:12][CH2:13][N:8]([C:5]2[CH:4]=[CH:3][C:2]([C:26]#[C:25][Si:22]([CH3:24])([CH3:23])[CH3:21])=[CH:7][N:6]=2)[CH2:9][CH2:10]1. The yield is 0.610. (7) The reactants are [CH3:1][O:2][C:3](=[O:26])[C@@H:4]([N:8]1[C:14](=[O:15])[CH2:13][CH2:12][N:11]([C:16]2[CH:21]=[CH:20][C:19]([C:22]([F:25])([F:24])[F:23])=[CH:18][CH:17]=2)[CH2:10][CH2:9]1)[CH2:5][CH:6]=O.Cl.[CH2:28]1[C:30]2([CH2:35][CH2:34][NH:33][CH2:32][C@H:31]2[OH:36])[CH2:29]1. No catalyst specified. The product is [CH3:1][O:2][C:3](=[O:26])[C@@H:4]([N:8]1[C:14](=[O:15])[CH2:13][CH2:12][N:11]([C:16]2[CH:17]=[CH:18][C:19]([C:22]([F:24])([F:23])[F:25])=[CH:20][CH:21]=2)[CH2:10][CH2:9]1)[CH2:5][CH2:6][N:33]1[CH2:34][CH2:35][C:30]2([CH2:28][CH2:29]2)[C@H:31]([OH:36])[CH2:32]1. The yield is 0.750.